From a dataset of Reaction yield outcomes from USPTO patents with 853,638 reactions. Predict the reaction yield, written as a fraction of the theoretical maximum amount of product (1.0 means a 100% yield; for example, 0.34 means a 34% yield). (1) The reactants are Cl.[Br:2][C:3]1[CH:8]=[CH:7][C:6]([CH:9]2[CH2:13][CH2:12][CH2:11][NH:10]2)=[CH:5][CH:4]=1.C=O.[BH-](OC(C)=O)(OC(C)=O)O[C:18](C)=O.[Na+]. The catalyst is CO. The product is [Br:2][C:3]1[CH:4]=[CH:5][C:6]([CH:9]2[CH2:13][CH2:12][CH2:11][N:10]2[CH3:18])=[CH:7][CH:8]=1. The yield is 1.00. (2) The reactants are Br[C:2]1[CH:3]=[CH:4][C:5](O)=[C:6]([C:8]2[CH:17]=[CH:16][C:15]3[C:10](=[CH:11][CH:12]=[C:13]([C:18]4[N:22]([CH:23]5[CH2:28][CH2:27][CH2:26][CH2:25][CH2:24]5)[C:21]5[CH:29]=[CH:30][C:31]([C:33]([OH:35])=[O:34])=[CH:32][C:20]=5[N:19]=4)[CH:14]=3)[N:9]=2)[CH:7]=1.[O:37](C1C=CC(C(=O)C)=CC=1)[C:38]1[CH:43]=[CH:42][CH:41]=[CH:40][CH:39]=1.[OH-].[K+]. The catalyst is C(O)C. The product is [CH:23]1([N:22]2[C:21]3[CH:29]=[CH:30][C:31]([C:33]([OH:35])=[O:34])=[CH:32][C:20]=3[N:19]=[C:18]2[C:13]2[CH:14]=[C:15]3[C:10](=[CH:11][CH:12]=2)[N:9]=[C:8]([C:6]2[CH:5]=[CH:4][C:3]([O:37][C:38]4[CH:43]=[CH:42][CH:41]=[CH:40][CH:39]=4)=[CH:2][CH:7]=2)[CH:17]=[CH:16]3)[CH2:24][CH2:25][CH2:26][CH2:27][CH2:28]1. The yield is 0.310. (3) The reactants are [I:1][C:2]1[CH:24]=[CH:23][C:5]([O:6][C:7]2[CH:8]=[C:9]([CH:13]=[C:14]([S:16][C:17]3[N:18]([CH3:22])[CH:19]=[CH:20][N:21]=3)[CH:15]=2)[C:10]([OH:12])=[O:11])=[CH:4][CH:3]=1.[C:25]([O-])([O-])=O.[K+].[K+].IC.CN(C=O)C. The catalyst is CCOCC. The product is [CH3:25][O:11][C:10](=[O:12])[C:9]1[CH:13]=[C:14]([S:16][C:17]2[N:18]([CH3:22])[CH:19]=[CH:20][N:21]=2)[CH:15]=[C:7]([O:6][C:5]2[CH:23]=[CH:24][C:2]([I:1])=[CH:3][CH:4]=2)[CH:8]=1. The yield is 0.910. (4) The reactants are [N+:1]([C:4]1[CH:5]=[C:6]([C:14]2[CH:19]=[CH:18][CH:17]=[CH:16][CH:15]=2)[CH:7]=[CH:8][C:9]=1[CH2:10][C:11](O)=[O:12])([O-])=O. The catalyst is C(O)(=O)C.[Fe]. The product is [C:14]1([C:6]2[CH:5]=[C:4]3[C:9]([CH2:10][C:11](=[O:12])[NH:1]3)=[CH:8][CH:7]=2)[CH:19]=[CH:18][CH:17]=[CH:16][CH:15]=1. The yield is 0.930.